Predict the reactants needed to synthesize the given product. From a dataset of Full USPTO retrosynthesis dataset with 1.9M reactions from patents (1976-2016). (1) The reactants are: Cl.[CH3:2][N:3]([CH3:10])[CH2:4]/[CH:5]=[CH:6]/[C:7](O)=[O:8].CN(C=O)C.C(Cl)(=O)C(Cl)=O.CCN(C(C)C)C(C)C.[CH3:31][C:32]1[C:38]([B:39]2[O:43][C:42]([CH3:45])([CH3:44])[C:41]([CH3:47])([CH3:46])[O:40]2)=[CH:37][CH:36]=[CH:35][C:33]=1[NH2:34]. Given the product [CH3:2][N:3]([CH3:10])[CH2:4]/[CH:5]=[CH:6]/[C:7]([NH:34][C:33]1[CH:35]=[CH:36][CH:37]=[C:38]([B:39]2[O:43][C:42]([CH3:44])([CH3:45])[C:41]([CH3:47])([CH3:46])[O:40]2)[C:32]=1[CH3:31])=[O:8], predict the reactants needed to synthesize it. (2) Given the product [Cl:13][C:14]1[CH:15]=[CH:16][C:17]([NH:20][C:21]([C:23]2[C:28]([C:29]([NH:31][C:32]3[CH:37]=[CH:36][C:35]([N:38]4[CH2:39][CH2:40][O:41][C:1]4=[O:2])=[CH:34][CH:33]=3)=[O:30])=[N:27][CH:26]=[CH:25][N:24]=2)=[O:22])=[N:18][CH:19]=1, predict the reactants needed to synthesize it. The reactants are: [C:1](N1C=CN=C1)(N1C=CN=C1)=[O:2].[Cl:13][C:14]1[CH:15]=[CH:16][C:17]([NH:20][C:21]([C:23]2[C:28]([C:29]([NH:31][C:32]3[CH:37]=[CH:36][C:35]([NH:38][CH2:39][CH2:40][OH:41])=[CH:34][CH:33]=3)=[O:30])=[N:27][CH:26]=[CH:25][N:24]=2)=[O:22])=[N:18][CH:19]=1. (3) Given the product [CH:11]1([CH2:16][O:17][C:18]2[CH:31]=[CH:30][C:21]([CH2:22][CH:23]3[S:27][C:26](=[O:28])[NH:25][C:24]3=[O:29])=[CH:20][CH:19]=2)[CH2:15][CH2:14][CH2:13][CH2:12]1, predict the reactants needed to synthesize it. The reactants are: CC(=NO)C(C)=NO.[BH4-].[Na+].[CH:11]1([CH2:16][O:17][C:18]2[CH:31]=[CH:30][C:21]([CH:22]=[C:23]3[S:27][C:26](=[O:28])[NH:25][C:24]3=[O:29])=[CH:20][CH:19]=2)[CH2:15][CH2:14][CH2:13][CH2:12]1.C(O)(=O)C. (4) Given the product [CH3:13][C:9]1([CH3:12])[CH2:10][CH2:11][C:6]([C:21]2[CH:26]=[CH:25][N:24]=[CH:23][CH:22]=2)=[CH:7][CH2:8]1, predict the reactants needed to synthesize it. The reactants are: FC(F)(F)C(O[C:6]1[CH2:11][CH2:10][C:9]([CH3:13])([CH3:12])[CH2:8][CH:7]=1)=O.C([Sn](CCCC)(CCCC)[C:21]1[CH:26]=[CH:25][N:24]=[CH:23][CH:22]=1)CCC.C1C=CC(P(C2C=CC=CC=2)C2C=CC=CC=2)=CC=1.C([O-])([O-])=O.[K+].[K+]. (5) Given the product [CH3:38][N:30]1[CH2:31][CH2:32][N:27]([CH2:26][CH2:25][O:24][C:23]2[CH:34]=[CH:35][C:20]([N:17]3[CH2:16][CH2:15][N:14]([C:11]4[CH:12]=[CH:13][C:8]5[N:9]([C:5]([C:4]([F:3])([F:36])[F:37])=[N:6][N:7]=5)[N:10]=4)[CH2:19][CH2:18]3)=[CH:21][CH:22]=2)[C:28](=[O:33])[CH2:29]1, predict the reactants needed to synthesize it. The reactants are: C=O.[F:3][C:4]([F:37])([F:36])[C:5]1[N:9]2[N:10]=[C:11]([N:14]3[CH2:19][CH2:18][N:17]([C:20]4[CH:35]=[CH:34][C:23]([O:24][CH2:25][CH2:26][N:27]5[CH2:32][CH2:31][NH:30][CH2:29][C:28]5=[O:33])=[CH:22][CH:21]=4)[CH2:16][CH2:15]3)[CH:12]=[CH:13][C:8]2=[N:7][N:6]=1.[C:38](O)(=O)C.[Na]. (6) The reactants are: [Cl:1][C:2]1[CH:20]=[CH:19][C:5]2[N:6]([C:11]3[CH:12]=[CH:13][C:14]([C:17]#[N:18])=[N:15][CH:16]=3)[C:7]([CH2:9]Cl)=[N:8][C:4]=2[CH:3]=1.[NH:21]1[C:25]2=[CH:26][N:27]=[CH:28][CH:29]=[C:24]2[C:23]2([CH2:31][CH2:30]2)[C:22]1=[O:32].C(=O)([O-])[O-].[Cs+].[Cs+]. Given the product [Cl:1][C:2]1[CH:20]=[CH:19][C:5]2[N:6]([C:11]3[CH:12]=[CH:13][C:14]([C:17]#[N:18])=[N:15][CH:16]=3)[C:7]([CH2:9][N:21]3[C:25]4=[CH:26][N:27]=[CH:28][CH:29]=[C:24]4[C:23]4([CH2:30][CH2:31]4)[C:22]3=[O:32])=[N:8][C:4]=2[CH:3]=1, predict the reactants needed to synthesize it.